From a dataset of Catalyst prediction with 721,799 reactions and 888 catalyst types from USPTO. Predict which catalyst facilitates the given reaction. (1) Reactant: [S:1]1[CH:5]=[CH:4][CH:3]=[C:2]1[C:6]1[CH:11]=[CH:10][N:9]=[C:8]2[N:12]([C@@H:15]3[O:21][C@H:20]([CH2:22][O:23]C(C4C=CC=CC=4)(C4C=CC(OC)=CC=4)C4C=CC(OC)=CC=4)[C@@H:18]([OH:19])[C@H:16]3[OH:17])[CH:13]=[N:14][C:7]=12.[C:47](OC(=O)C)(=[O:49])[CH3:48].C([O-])(O)=O.[Na+].[C:59](OCC)(=[O:61])[CH3:60]. Product: [S:1]1[CH:5]=[CH:4][CH:3]=[C:2]1[C:6]1[CH:11]=[CH:10][N:9]=[C:8]2[N:12]([C@@H:15]3[O:21][C@H:20]([CH2:22][OH:23])[C@@H:18]([O:19][C:59](=[O:61])[CH3:60])[C@H:16]3[O:17][C:47](=[O:49])[CH3:48])[CH:13]=[N:14][C:7]=12. The catalyst class is: 17. (2) Reactant: [CH3:1][O:2][C:3]1[CH:8]=[CH:7][C:6]([C:9]2[C:14]([CH3:15])=[C:13]([C:16]([F:19])([F:18])[F:17])[N:12]3[N:20]=[CH:21][C:22]([C:23]([N:25]4[CH2:30][CH2:29][N:28]([C@H:31]([C:33]5[CH:38]=[CH:37][C:36]([NH:39]C(=O)OC(C)(C)C)=[CH:35][CH:34]=5)[CH3:32])[CH2:27][C@H:26]4[CH3:47])=[O:24])=[C:11]3[N:10]=2)=[CH:5][CH:4]=1.C(O)(C(F)(F)F)=O.CO. Product: [NH2:39][C:36]1[CH:37]=[CH:38][C:33]([C@@H:31]([N:28]2[CH2:29][CH2:30][N:25]([C:23]([C:22]3[CH:21]=[N:20][N:12]4[C:13]([C:16]([F:18])([F:17])[F:19])=[C:14]([CH3:15])[C:9]([C:6]5[CH:5]=[CH:4][C:3]([O:2][CH3:1])=[CH:8][CH:7]=5)=[N:10][C:11]=34)=[O:24])[C@H:26]([CH3:47])[CH2:27]2)[CH3:32])=[CH:34][CH:35]=1. The catalyst class is: 2. (3) Reactant: [C:1]([C:3]1[C:4]([N:15]2[CH2:20][CH2:19][NH:18][CH2:17][CH2:16]2)=[N:5][C:6]([CH3:14])=[C:7]([CH:13]=1)[C:8]([O:10][CH2:11][CH3:12])=[O:9])#[N:2].[C:21]1([C:27]2[NH:28][C:29]([CH:32]=O)=[CH:30][N:31]=2)[CH:26]=[CH:25][CH:24]=[CH:23][CH:22]=1.CC(O)=O. Product: [C:1]([C:3]1[C:4]([N:15]2[CH2:20][CH2:19][N:18]([CH2:32][C:29]3[NH:28][C:27]([C:21]4[CH:22]=[CH:23][CH:24]=[CH:25][CH:26]=4)=[N:31][CH:30]=3)[CH2:17][CH2:16]2)=[N:5][C:6]([CH3:14])=[C:7]([CH:13]=1)[C:8]([O:10][CH2:11][CH3:12])=[O:9])#[N:2]. The catalyst class is: 5. (4) Reactant: [CH3:1][CH:2]([CH3:29])[CH2:3][NH:4][N:5]1[C:9]2[CH:10]=[CH:11][CH:12]=[CH:13][C:8]=2[N:7]=[C:6]1[S:14][CH2:15][C:16]1[C:21]([CH3:22])=[C:20]([O:23][CH2:24][C:25]([F:28])([F:27])[F:26])[CH:19]=[CH:18][N:17]=1.ClC1C=CC=C(C(OO)=[O:38])C=1.C(=O)(O)[O-].[Na+]. Product: [CH3:1][CH:2]([CH3:29])[CH2:3][NH:4][N:5]1[C:9]2[CH:10]=[CH:11][CH:12]=[CH:13][C:8]=2[N:7]=[C:6]1[S:14]([CH2:15][C:16]1[C:21]([CH3:22])=[C:20]([O:23][CH2:24][C:25]([F:28])([F:26])[F:27])[CH:19]=[CH:18][N:17]=1)=[O:38]. The catalyst class is: 2. (5) Reactant: [NH2:1][C:2]([C:4]1[CH:23]=[CH:22][C:7]([O:8][C@H:9]2[CH2:14][CH2:13][CH2:12][N:11]([C:15]([O:17][C:18]([CH3:21])([CH3:20])[CH3:19])=[O:16])[CH2:10]2)=[C:6]([NH:24][C:25](=[NH:32])[C:26]2[CH:31]=[CH:30][CH:29]=[CH:28][CH:27]=2)[CH:5]=1)=[O:3].Cl[O-].[Na+].C(=O)([O-])[O-].[Na+].[Na+]. Product: [NH2:1][C:2]([C:4]1[C:5]2[N:32]=[C:25]([C:26]3[CH:27]=[CH:28][CH:29]=[CH:30][CH:31]=3)[NH:24][C:6]=2[C:7]([O:8][C@H:9]2[CH2:14][CH2:13][CH2:12][N:11]([C:15]([O:17][C:18]([CH3:21])([CH3:20])[CH3:19])=[O:16])[CH2:10]2)=[CH:22][CH:23]=1)=[O:3]. The catalyst class is: 24. (6) Reactant: [C:1]([C:4]1[N:5]=[CH:6][C:7]([NH:10]C(=O)C(C)(C)C)=[N:8][CH:9]=1)(=[O:3])[CH3:2].C(=O)([O-])[O-].[K+].[K+].C(=O)(O)[O-].[Na+]. Product: [NH2:10][C:7]1[N:8]=[CH:9][C:4]([C:1](=[O:3])[CH3:2])=[N:5][CH:6]=1. The catalyst class is: 430.